This data is from Peptide-MHC class I binding affinity with 185,985 pairs from IEDB/IMGT. The task is: Regression. Given a peptide amino acid sequence and an MHC pseudo amino acid sequence, predict their binding affinity value. This is MHC class I binding data. (1) The peptide sequence is DRPKQAWCWF. The MHC is Mamu-A07 with pseudo-sequence Mamu-A07. The binding affinity (normalized) is 0. (2) The peptide sequence is FLDWIKDIM. The MHC is HLA-A02:06 with pseudo-sequence HLA-A02:06. The binding affinity (normalized) is 0.530. (3) The peptide sequence is HVTQHWPQL. The MHC is HLA-A02:01 with pseudo-sequence HLA-A02:01. The binding affinity (normalized) is 0.0847. (4) The peptide sequence is PLPIHTAELL. The MHC is Patr-A0301 with pseudo-sequence Patr-A0301. The binding affinity (normalized) is 0.202. (5) The peptide sequence is NPNSPSITY. The MHC is HLA-A01:01 with pseudo-sequence HLA-A01:01. The binding affinity (normalized) is 0.0847.